From a dataset of Reaction yield outcomes from USPTO patents with 853,638 reactions. Predict the reaction yield, written as a fraction of the theoretical maximum amount of product (1.0 means a 100% yield; for example, 0.34 means a 34% yield). (1) The reactants are [C:1]([O:5][C:6](=[O:18])[NH:7][C:8]1[CH:9]=[N:10][C:11]2[C:16]([CH:17]=1)=[CH:15][CH:14]=[CH:13][CH:12]=2)([CH3:4])([CH3:3])[CH3:2].C(O)(=O)C. The catalyst is CO. The product is [C:1]([O:5][C:6](=[O:18])[NH:7][CH:8]1[CH2:17][C:16]2[C:11](=[CH:12][CH:13]=[CH:14][CH:15]=2)[NH:10][CH2:9]1)([CH3:4])([CH3:2])[CH3:3]. The yield is 0.680. (2) The reactants are [NH2:1][N:2]1[CH:6]=[CH:5][CH:4]=[C:3]1[C:7]([NH:9][C:10]1[CH:15]=[CH:14][CH:13]=[CH:12][CH:11]=1)=[O:8].[C:16]([O:20][C:21]([NH:23][CH:24]([C:28]([F:31])([F:30])[F:29])[C:25](O)=[O:26])=[O:22])([CH3:19])([CH3:18])[CH3:17].CN(C(ON1N=NC2C=CC=NC1=2)=[N+](C)C)C.F[P-](F)(F)(F)(F)F.CN1CCOCC1. The catalyst is ClCCl. The product is [F:29][C:28]([F:30])([F:31])[CH:24]([NH:23][C:21](=[O:22])[O:20][C:16]([CH3:17])([CH3:19])[CH3:18])[C:25](=[O:26])[NH:1][N:2]1[CH:6]=[CH:5][CH:4]=[C:3]1[C:7](=[O:8])[NH:9][C:10]1[CH:15]=[CH:14][CH:13]=[CH:12][CH:11]=1. The yield is 0.470. (3) The reactants are [CH3:1][Si](C=[N+]=[N-])(C)C.[Br:8][C:9]1[CH:14]=[CH:13][C:12]([NH:15][C:16]2[C:21]([C:22]([OH:24])=[O:23])=[CH:20][N:19]=[C:18]([Cl:25])[C:17]=2[F:26])=[C:11]([F:27])[CH:10]=1.C1COCC1. The catalyst is CO. The product is [CH3:1][O:23][C:22](=[O:24])[C:21]1[C:16]([NH:15][C:12]2[CH:13]=[CH:14][C:9]([Br:8])=[CH:10][C:11]=2[F:27])=[C:17]([F:26])[C:18]([Cl:25])=[N:19][CH:20]=1. The yield is 0.920.